Regression. Given two drug SMILES strings and cell line genomic features, predict the synergy score measuring deviation from expected non-interaction effect. From a dataset of NCI-60 drug combinations with 297,098 pairs across 59 cell lines. (1) Drug 1: C1=C(C(=O)NC(=O)N1)F. Drug 2: CC1C(C(CC(O1)OC2CC(OC(C2O)C)OC3=CC4=CC5=C(C(=O)C(C(C5)C(C(=O)C(C(C)O)O)OC)OC6CC(C(C(O6)C)O)OC7CC(C(C(O7)C)O)OC8CC(C(C(O8)C)O)(C)O)C(=C4C(=C3C)O)O)O)O. Cell line: NCI-H322M. Synergy scores: CSS=30.7, Synergy_ZIP=5.88, Synergy_Bliss=4.96, Synergy_Loewe=4.35, Synergy_HSA=4.42. (2) Drug 1: C#CCC(CC1=CN=C2C(=N1)C(=NC(=N2)N)N)C3=CC=C(C=C3)C(=O)NC(CCC(=O)O)C(=O)O. Drug 2: COC1=C2C(=CC3=C1OC=C3)C=CC(=O)O2. Cell line: BT-549. Synergy scores: CSS=1.32, Synergy_ZIP=-1.77, Synergy_Bliss=-5.23, Synergy_Loewe=-6.51, Synergy_HSA=-6.80. (3) Drug 1: CN1CCC(CC1)COC2=C(C=C3C(=C2)N=CN=C3NC4=C(C=C(C=C4)Br)F)OC. Drug 2: C1CCC(C1)C(CC#N)N2C=C(C=N2)C3=C4C=CNC4=NC=N3. Cell line: OVCAR3. Synergy scores: CSS=10.3, Synergy_ZIP=1.18, Synergy_Bliss=2.11, Synergy_Loewe=-15.0, Synergy_HSA=-1.47. (4) Drug 1: CN(CC1=CN=C2C(=N1)C(=NC(=N2)N)N)C3=CC=C(C=C3)C(=O)NC(CCC(=O)O)C(=O)O. Drug 2: C1CC(CNC1)C2=CC=C(C=C2)N3C=C4C=CC=C(C4=N3)C(=O)N. Cell line: NCI-H460. Synergy scores: CSS=39.8, Synergy_ZIP=-2.05, Synergy_Bliss=-2.64, Synergy_Loewe=-1.56, Synergy_HSA=-1.33. (5) Drug 1: CNC(=O)C1=CC=CC=C1SC2=CC3=C(C=C2)C(=NN3)C=CC4=CC=CC=N4. Drug 2: CCN(CC)CCCC(C)NC1=C2C=C(C=CC2=NC3=C1C=CC(=C3)Cl)OC. Cell line: RPMI-8226. Synergy scores: CSS=54.7, Synergy_ZIP=7.04, Synergy_Bliss=-4.83, Synergy_Loewe=-11.3, Synergy_HSA=-8.51.